The task is: Predict the product of the given reaction.. This data is from Forward reaction prediction with 1.9M reactions from USPTO patents (1976-2016). (1) The product is: [F:17][C:18]1[CH:23]=[CH:22][C:21]([C:2]2[CH:3]=[CH:4][C:5]([N:8]3[CH2:13][CH2:12][CH:11]([CH2:14][CH2:15][OH:16])[CH2:10][CH2:9]3)=[N:6][CH:7]=2)=[CH:20][CH:19]=1. Given the reactants Br[C:2]1[CH:3]=[CH:4][C:5]([N:8]2[CH2:13][CH2:12][CH:11]([CH2:14][CH2:15][OH:16])[CH2:10][CH2:9]2)=[N:6][CH:7]=1.[F:17][C:18]1[CH:23]=[CH:22][C:21](B(O)O)=[CH:20][CH:19]=1.C(=O)([O-])[O-].[K+].[K+], predict the reaction product. (2) Given the reactants [C:1]([O:5][C:6]([N:8]1[CH2:13][CH2:12][C:11](=O)[CH2:10][CH2:9]1)=[O:7])([CH3:4])([CH3:3])[CH3:2].[OH:15][CH:16]1[CH2:21][CH2:20][NH:19][CH2:18][CH2:17]1.C(O)C.C(O)(=O)C, predict the reaction product. The product is: [C:1]([O:5][C:6]([N:8]1[CH2:13][CH2:12][CH:11]([N:19]2[CH2:20][CH2:21][CH:16]([OH:15])[CH2:17][CH2:18]2)[CH2:10][CH2:9]1)=[O:7])([CH3:4])([CH3:3])[CH3:2]. (3) Given the reactants C(=O)([O-])[O-].[K+].[K+].C([O:10][CH2:11][C:12]1[CH:17]=[CH:16][C:15]([CH3:18])=[C:14]([C:19]#[N:20])[N:13]=1)(=O)C, predict the reaction product. The product is: [OH:10][CH2:11][C:12]1[N:13]=[C:14]([C:19]#[N:20])[C:15]([CH3:18])=[CH:16][CH:17]=1. (4) Given the reactants [Cl:1][C:2]1[CH:14]=[CH:13][C:5]([NH:6][C:7](=[O:12])[C:8]([CH3:11])([CH3:10])[CH3:9])=[C:4]([F:15])[CH:3]=1.[Li]C(C)(C)C.[F:21][C:22]([F:29])([F:28])[C:23](OCC)=[O:24], predict the reaction product. The product is: [CH3:9][C:8]([CH3:11])([CH3:10])[C:7]([NH:6][C:5]1[C:4]([F:15])=[CH:3][C:2]([Cl:1])=[CH:14][C:13]=1[C:23](=[O:24])[C:22]([F:29])([F:28])[F:21])=[O:12]. (5) Given the reactants [SH:1][CH2:2][C:3]1[CH:4]=[C:5]([CH:9]=[CH:10][CH:11]=1)[C:6]([OH:8])=[O:7].[C:12]([O:16][CH3:17])(=[O:15])[CH:13]=[CH2:14].N12CCCN=C1CCCCC2, predict the reaction product. The product is: [CH3:17][O:16][C:12](=[O:15])[CH2:13][CH2:14][S:1][CH2:2][C:3]1[CH:4]=[C:5]([CH:9]=[CH:10][CH:11]=1)[C:6]([OH:8])=[O:7]. (6) Given the reactants [F:1][C:2]1[CH:3]=[C:4]([CH:8]2[CH2:13][O:12][CH2:11][CH2:10][NH:9]2)[CH:5]=[CH:6][CH:7]=1.[Br:14][C:15]1[N:19]2[N:20]=[C:21](Cl)[CH:22]=[CH:23][C:18]2=[N:17][CH:16]=1.[F-].[K+], predict the reaction product. The product is: [Br:14][C:15]1[N:19]2[N:20]=[C:21]([N:9]3[CH2:10][CH2:11][O:12][CH2:13][CH:8]3[C:4]3[CH:5]=[CH:6][CH:7]=[C:2]([F:1])[CH:3]=3)[CH:22]=[CH:23][C:18]2=[N:17][CH:16]=1. (7) The product is: [NH2:1][C@H:2]1[CH2:7][CH2:6][CH2:5][CH2:4][C@H:3]1[NH:8][C:9]1[N:14]=[C:13]([NH:15][C:16]2[CH:24]=[CH:23][CH:22]=[C:21]3[C:17]=2[CH:18]=[CH:19][N:20]3[CH2:25][CH2:26][CH2:27][C:28]2[CH:33]=[CH:32][C:31]([OH:34])=[CH:30][CH:29]=2)[C:12]([C:36]([NH2:38])=[O:37])=[CH:11][N:10]=1. Given the reactants [NH2:1][C@H:2]1[CH2:7][CH2:6][CH2:5][CH2:4][C@H:3]1[NH:8][C:9]1[N:14]=[C:13]([NH:15][C:16]2[CH:24]=[CH:23][CH:22]=[C:21]3[C:17]=2[CH:18]=[CH:19][N:20]3[CH2:25][CH2:26][CH2:27][C:28]2[CH:33]=[CH:32][C:31]([O:34]C)=[CH:30][CH:29]=2)[C:12]([C:36]([NH2:38])=[O:37])=[CH:11][N:10]=1.B(Br)(Br)Br.N, predict the reaction product. (8) Given the reactants [Br:1][C:2]1[CH:3]=[C:4]([C:17]([O:19][CH3:20])=[O:18])[C:5]2[C:6]([CH:15]=O)=[CH:7][N:8]([CH:11]([CH2:13][CH3:14])[CH3:12])[C:9]=2[CH:10]=1.CC1C=CC(S(O)(=O)=O)=CC=1.S1(CCCC1)(=O)=O.C([BH3-])#N.[Na+], predict the reaction product. The product is: [Br:1][C:2]1[CH:3]=[C:4]([C:17]([O:19][CH3:20])=[O:18])[C:5]2[C:6]([CH3:15])=[CH:7][N:8]([CH:11]([CH2:13][CH3:14])[CH3:12])[C:9]=2[CH:10]=1. (9) Given the reactants [Br:1][C:2]1[CH:7]=[C:6]([F:8])[CH:5]=[CH:4][C:3]=1[O:9][CH2:10][CH:11](OCC)OCC.C(O)C, predict the reaction product. The product is: [Br:1][C:2]1[C:3]2[O:9][CH:10]=[CH:11][C:4]=2[CH:5]=[C:6]([F:8])[CH:7]=1.